Task: Predict which catalyst facilitates the given reaction.. Dataset: Catalyst prediction with 721,799 reactions and 888 catalyst types from USPTO (1) Reactant: [CH3:1][O:2][C:3]1[CH:8]=[CH:7][C:6]([N+:9]([O-:11])=[O:10])=[CH:5][C:4]=1[OH:12].[S:13](O[S:13]([C:16]([F:19])([F:18])[F:17])(=[O:15])=[O:14])([C:16]([F:19])([F:18])[F:17])(=[O:15])=[O:14].CCOC(C)=O.CCCCCC. Product: [CH3:1][O:2][C:3]1[CH:8]=[CH:7][C:6]([N+:9]([O-:11])=[O:10])=[CH:5][C:4]=1[O:12][S:13]([C:16]([F:19])([F:18])[F:17])(=[O:15])=[O:14]. The catalyst class is: 202. (2) Reactant: COC1C=C(OC)C=CC=1C[NH:6][C:7]1[S:11][N:10]=[CH:9][N:8]=1.C[Si]([N-][Si](C)(C)C)(C)C.[Li+].[Cl:28][C:29]1[CH:34]=[CH:33][C:32]([C:35]2[C:44]3[C:39](=[CH:40][C:41]([S:45]([O:48]C4C(F)=C(F)C(F)=C(F)C=4F)(=O)=[O:46])=[CH:42][CH:43]=3)[CH:38]=[CH:37][N:36]=2)=[C:31]([O:60][CH3:61])[CH:30]=1. Product: [Cl:28][C:29]1[CH:34]=[CH:33][C:32]([C:35]2[C:44]3[C:39](=[CH:40][C:41]([S:45]([NH:6][C:7]4[S:11][N:10]=[CH:9][N:8]=4)(=[O:48])=[O:46])=[CH:42][CH:43]=3)[CH:38]=[CH:37][N:36]=2)=[C:31]([O:60][CH3:61])[CH:30]=1. The catalyst class is: 49.